From a dataset of Forward reaction prediction with 1.9M reactions from USPTO patents (1976-2016). Predict the product of the given reaction. (1) Given the reactants [OH:1][C:2]1[C:3]([CH2:20][N:21]2[CH2:26][CH2:25][N:24](C(OC(C)(C)C)=O)[CH2:23][CH2:22]2)=[C:4]2[C:8](=[CH:9][CH:10]=1)[N:7]([S:11]([C:14]1[CH:19]=[CH:18][CH:17]=[CH:16][CH:15]=1)(=[O:13])=[O:12])[CH:6]=[CH:5]2.Br[CH2:35][C:36]#[N:37].[OH-].[Na+], predict the reaction product. The product is: [C:14]1([S:11]([N:7]2[C:8]3[C:4](=[C:3]([CH2:20][N:21]4[CH2:22][CH2:23][NH:24][CH2:25][CH2:26]4)[C:2]([O:1][CH2:35][C:36]#[N:37])=[CH:10][CH:9]=3)[CH:5]=[CH:6]2)(=[O:12])=[O:13])[CH:15]=[CH:16][CH:17]=[CH:18][CH:19]=1. (2) Given the reactants [CH2:1]([NH:8][C:9]1[N:17]=[CH:16][N:15]=[C:14]2[C:10]=1[NH:11][CH:12]=[N:13]2)[C:2]1[CH:7]=[CH:6][CH:5]=[CH:4][CH:3]=1.[Br:18]N1C(=O)CCC1=O, predict the reaction product. The product is: [CH2:1]([NH:8][C:9]1[N:17]=[CH:16][N:15]=[C:14]2[C:10]=1[NH:11][C:12]([Br:18])=[N:13]2)[C:2]1[CH:7]=[CH:6][CH:5]=[CH:4][CH:3]=1.